Dataset: Catalyst prediction with 721,799 reactions and 888 catalyst types from USPTO. Task: Predict which catalyst facilitates the given reaction. (1) Reactant: [CH3:1][O:2][C:3](=[O:22])[CH2:4][CH2:5][CH2:6][CH2:7][C:8]1[O:9][C:10]([C:13]2[CH:18]=[C:17]([Cl:19])[CH:16]=[CH:15][C:14]=2[O:20]C)=[CH:11][N:12]=1.B(Br)(Br)Br. Product: [CH3:1][O:2][C:3](=[O:22])[CH2:4][CH2:5][CH2:6][CH2:7][C:8]1[O:9][C:10]([C:13]2[CH:18]=[C:17]([Cl:19])[CH:16]=[CH:15][C:14]=2[OH:20])=[CH:11][N:12]=1. The catalyst class is: 2. (2) Product: [ClH:50].[ClH:50].[O:1]1[C:5]2[CH:6]=[CH:7][CH:8]=[CH:9][C:4]=2[CH:3]=[C:2]1[C:10]([N:46]1[CH2:45][CH2:44][N:43]([CH2:42][CH2:41][CH2:40][N:34]2[CH2:35][CH2:36][CH2:37][CH2:38][CH2:39]2)[CH2:48][CH2:47]1)=[O:12]. The catalyst class is: 23. Reactant: [O:1]1[C:5]2[CH:6]=[CH:7][CH:8]=[CH:9][C:4]=2[CH:3]=[C:2]1[C:10]([OH:12])=O.C1C=NC2N(O)N=NC=2C=1.CCN=C=NCCCN(C)C.[N:34]1([CH2:40][CH2:41][CH2:42][N:43]2[CH2:48][CH2:47][NH:46][CH2:45][CH2:44]2)[CH2:39][CH2:38][CH2:37][CH2:36][CH2:35]1.C(Cl)[Cl:50]. (3) Reactant: [Cl:1][C:2]1[CH:7]=[CH:6][C:5]([C:8]2[C:14]3[CH:15]=[C:16]([O:19][CH3:20])[CH:17]=[CH:18][C:13]=3[N:12]3[C:21]([CH3:24])=[N:22][N:23]=[C:11]3[C@H:10]([CH2:25][C:26]([OH:28])=O)[N:9]=2)=[CH:4][CH:3]=1.CCN=C=NCCCN(C)C.C1C=CC2N(O)N=NC=2C=1.Cl.[NH2:51][CH2:52][C:53]1[CH:58]=[CH:57][C:56]([B:59]([OH:61])[OH:60])=[CH:55][CH:54]=1. Product: [Cl:1][C:2]1[CH:7]=[CH:6][C:5]([C:8]2[C:14]3[CH:15]=[C:16]([O:19][CH3:20])[CH:17]=[CH:18][C:13]=3[N:12]3[C:21]([CH3:24])=[N:22][N:23]=[C:11]3[C@H:10]([CH2:25][C:26]([NH:51][CH2:52][C:53]3[CH:54]=[CH:55][C:56]([B:59]([OH:61])[OH:60])=[CH:57][CH:58]=3)=[O:28])[N:9]=2)=[CH:4][CH:3]=1. The catalyst class is: 64. (4) The catalyst class is: 10. Reactant: [NH2:1][C:2]1[CH:7]=[CH:6][C:5]([NH:8][C:9](=[O:17])[C:10]2[CH:15]=[CH:14][CH:13]=[CH:12][C:11]=2[F:16])=[CH:4][CH:3]=1.[Cl:18][C:19]1[C:20]([O:30][CH3:31])=[CH:21][C:22]([O:28][CH3:29])=[C:23]([N:25]=[C:26]=[O:27])[CH:24]=1. Product: [Cl:18][C:19]1[C:20]([O:30][CH3:31])=[CH:21][C:22]([O:28][CH3:29])=[C:23]([NH:25][C:26](=[O:27])[NH:1][C:2]2[CH:3]=[CH:4][C:5]([NH:8][C:9](=[O:17])[C:10]3[CH:15]=[CH:14][CH:13]=[CH:12][C:11]=3[F:16])=[CH:6][CH:7]=2)[CH:24]=1. (5) Reactant: [Cl:1][C:2]1[CH:3]=[CH:4][C:5]([O:20][CH2:21][C:22]2[CH:27]=[CH:26][C:25]([F:28])=[CH:24][C:23]=2[F:29])=[C:6]([CH:19]=1)[CH2:7][N:8]1[C:12]2[CH:13]=[N:14][CH:15]=C(C#N)[C:11]=2[CH:10]=[CH:9]1.[OH-:30].[Na+:31].Cl.[CH3:33][CH2:34][OH:35]. The catalyst class is: 6. Product: [Cl:1][C:2]1[CH:3]=[CH:4][C:5]([O:20][CH2:21][C:22]2[CH:27]=[CH:26][C:25]([F:28])=[CH:24][C:23]=2[F:29])=[C:6]([CH:19]=1)[CH2:7][N:8]1[C:12]2[CH:13]=[N:14][CH:15]=[C:33]([C:34]([O-:30])=[O:35])[C:11]=2[CH:10]=[CH:9]1.[Na+:31]. (6) Reactant: C(OC([N:8](C(OC(C)(C)C)=O)[C:9]1[C:14]([C:15]2[O:19][C:18]([C:20]3[CH:25]=[CH:24][C:23]([CH2:26][N:27](C)[C:28](=O)OC(C)(C)C)=[CH:22][CH:21]=3)=[N:17][N:16]=2)=[CH:13][C:12]([C:36]2[CH:41]=[CH:40][C:39]([S:42]([CH:45]([CH3:47])[CH3:46])(=[O:44])=[O:43])=[CH:38][N:37]=2)=[CH:11][N:10]=1)=O)(C)(C)C.C(O)(C(F)(F)F)=O. Product: [CH:45]([S:42]([C:39]1[CH:40]=[CH:41][C:36]([C:12]2[CH:13]=[C:14]([C:15]3[O:19][C:18]([C:20]4[CH:21]=[CH:22][C:23]([CH2:26][NH:27][CH3:28])=[CH:24][CH:25]=4)=[N:17][N:16]=3)[C:9]([NH2:8])=[N:10][CH:11]=2)=[N:37][CH:38]=1)(=[O:43])=[O:44])([CH3:47])[CH3:46]. The catalyst class is: 2. (7) Reactant: CC(C)([O-])C.[K+].[N:7]1[CH:12]=[CH:11][CH:10]=[C:9]([CH2:13][C:14]#[N:15])[CH:8]=1.Br[CH:17]1[CH2:21][CH2:20][CH2:19][CH2:18]1.[Cl-].[NH4+]. Product: [CH:17]1([CH:13]([C:9]2[CH:8]=[N:7][CH:12]=[CH:11][CH:10]=2)[C:14]#[N:15])[CH2:21][CH2:20][CH2:19][CH2:18]1. The catalyst class is: 7. (8) Reactant: [C:1]([NH:11][C@H:12]([C:15]([OH:17])=[O:16])[CH2:13]Cl)([O:3][CH2:4][C:5]1[CH:10]=[CH:9][CH:8]=[CH:7][CH:6]=1)=[O:2].[OH-].[Na+].[C:20]1([SH:26])[CH:25]=[CH:24][CH:23]=[CH:22][CH:21]=1.Cl. Product: [C:1]([NH:11][C@H:12]([C:15]([OH:17])=[O:16])[CH2:13][S:26][C:20]1[CH:25]=[CH:24][CH:23]=[CH:22][CH:21]=1)([O:3][CH2:4][C:5]1[CH:10]=[CH:9][CH:8]=[CH:7][CH:6]=1)=[O:2]. The catalyst class is: 6.